Task: Predict the product of the given reaction.. Dataset: Forward reaction prediction with 1.9M reactions from USPTO patents (1976-2016) (1) Given the reactants [CH:1]1([CH2:7][CH:8]([O:19][C:20]([O:22]C2C=CC([N+]([O-])=O)=CC=2)=O)[CH2:9][N:10]([CH3:18])[C:11](=[O:17])[O:12][C:13]([CH3:16])([CH3:15])[CH3:14])[CH2:6][CH2:5][CH2:4][CH2:3][CH2:2]1.Cl.[Cl:33][C:34]1[C:35]([F:54])=[C:36]([C@:40]([C@@H:48]2[CH2:53][CH2:52][CH2:51][NH:50][CH2:49]2)([OH:47])[CH2:41][CH2:42][CH2:43][CH2:44][O:45][CH3:46])[CH:37]=[CH:38][CH:39]=1.CCN(C(C)C)C(C)C, predict the reaction product. The product is: [Cl:33][C:34]1[C:35]([F:54])=[C:36]([C@:40]([C@@H:48]2[CH2:53][CH2:52][CH2:51][N:50]([C:20]([O:19][CH:8]([CH2:7][CH:1]3[CH2:2][CH2:3][CH2:4][CH2:5][CH2:6]3)[CH2:9][N:10]([C:11]([O:12][C:13]([CH3:14])([CH3:15])[CH3:16])=[O:17])[CH3:18])=[O:22])[CH2:49]2)([OH:47])[CH2:41][CH2:42][CH2:43][CH2:44][O:45][CH3:46])[CH:37]=[CH:38][CH:39]=1. (2) Given the reactants [CH2:1]([O:3][C:4]([C:6]1([C:9]2[CH:14]=[CH:13][C:12]([C:15]3[CH:20]=[CH:19][C:18]([C:21]4[O:25][N:24]=[C:23]([CH3:26])[C:22]=4[CH2:27][CH2:28][NH:29][CH2:30][C:31]4[CH:36]=[CH:35][CH:34]=[CH:33][CH:32]=4)=[CH:17][CH:16]=3)=[CH:11][CH:10]=2)[CH2:8][CH2:7]1)=[O:5])[CH3:2].[C:37](Cl)(=[O:39])[CH3:38], predict the reaction product. The product is: [CH2:1]([O:3][C:4]([C:6]1([C:9]2[CH:10]=[CH:11][C:12]([C:15]3[CH:20]=[CH:19][C:18]([C:21]4[O:25][N:24]=[C:23]([CH3:26])[C:22]=4[CH2:27][CH2:28][N:29]([C:37](=[O:39])[CH3:38])[CH2:30][C:31]4[CH:36]=[CH:35][CH:34]=[CH:33][CH:32]=4)=[CH:17][CH:16]=3)=[CH:13][CH:14]=2)[CH2:7][CH2:8]1)=[O:5])[CH3:2]. (3) Given the reactants Cl[C:2]1[C:3]2[CH:10]=[C:9]([CH3:11])[NH:8][C:4]=2[N:5]=[CH:6][N:7]=1.[CH3:12][NH:13][CH:14]1[CH2:19][CH2:18][CH2:17][CH2:16][CH2:15]1, predict the reaction product. The product is: [CH:14]1([N:13]([CH3:12])[C:2]2[C:3]3[CH:10]=[C:9]([CH3:11])[NH:8][C:4]=3[N:5]=[CH:6][N:7]=2)[CH2:19][CH2:18][CH2:17][CH2:16][CH2:15]1. (4) Given the reactants CCN(C(C)C)C(C)C.Cl[C:11]([O:13][CH3:14])=[O:12].C(O)(=O)C.[NH2:19][CH2:20][C:21]1[CH:26]=[CH:25][C:24]([C:27]2[CH:36]=[C:35]([C:37]([NH:39][CH2:40][C@H:41]3[CH2:46][CH2:45][C@H:44]([CH2:47][NH:48][C:49](=[O:55])[O:50][C:51]([CH3:54])([CH3:53])[CH3:52])[CH2:43][CH2:42]3)=[O:38])[C:34]3[C:29](=[CH:30][CH:31]=[CH:32][CH:33]=3)[N:28]=2)=[CH:23][CH:22]=1, predict the reaction product. The product is: [C:51]([O:50][C:49]([NH:48][CH2:47][C@H:44]1[CH2:45][CH2:46][C@H:41]([CH2:40][NH:39][C:37]([C:35]2[C:34]3[C:29](=[CH:30][CH:31]=[CH:32][CH:33]=3)[N:28]=[C:27]([C:24]3[CH:23]=[CH:22][C:21]([CH2:20][NH:19][C:11](=[O:12])[O:13][CH3:14])=[CH:26][CH:25]=3)[CH:36]=2)=[O:38])[CH2:42][CH2:43]1)=[O:55])([CH3:52])([CH3:54])[CH3:53].